Dataset: Full USPTO retrosynthesis dataset with 1.9M reactions from patents (1976-2016). Task: Predict the reactants needed to synthesize the given product. (1) Given the product [F:1][C:2]([CH3:36])([CH3:35])[CH2:3][N:4]1[CH2:5][CH2:6][CH:7]([CH2:10][O:11][C:12]2[CH:17]=[CH:16][C:15]([C:18]3[C:19]([C:24]([N:26]4[CH2:31][CH2:30][CH2:29][CH2:28][CH:27]4[C:32]([NH2:47])=[O:34])=[O:25])=[CH:20][CH:21]=[CH:22][CH:23]=3)=[CH:14][CH:13]=2)[CH2:8][CH2:9]1, predict the reactants needed to synthesize it. The reactants are: [F:1][C:2]([CH3:36])([CH3:35])[CH2:3][N:4]1[CH2:9][CH2:8][CH:7]([CH2:10][O:11][C:12]2[CH:17]=[CH:16][C:15]([C:18]3[C:19]([C:24]([N:26]4[CH2:31][CH2:30][CH2:29][CH2:28][CH:27]4[C:32]([OH:34])=O)=[O:25])=[CH:20][CH:21]=[CH:22][CH:23]=3)=[CH:14][CH:13]=2)[CH2:6][CH2:5]1.C(Cl)CCl.C1C=CC2N(O)N=[N:47]C=2C=1.CCN(C(C)C)C(C)C.[NH4+].[Cl-]. (2) Given the product [CH3:16][C:15]1[N:9]=[C:7]([C:6]2[CH:5]=[C:4]([CH2:3][C:1]#[N:2])[CH:12]=[CH:11][CH:10]=2)[O:8][CH:14]=1, predict the reactants needed to synthesize it. The reactants are: [C:1]([CH2:3][C:4]1[CH:5]=[C:6]([CH:10]=[CH:11][CH:12]=1)[C:7]([NH2:9])=[O:8])#[N:2].Cl[CH2:14][C:15](=O)[CH3:16]. (3) Given the product [CH3:30][O:29][CH:28]=[C:27]([C:31]([O:33][CH3:34])=[O:32])[O:26][C:22]1[CH:23]=[CH:24][CH:25]=[C:13]([O:12][C:11]([C:35]([O:37][CH3:38])=[O:36])=[CH:10][O:9][CH3:8])[C:14]=1[C:15]([OH:17])=[O:16], predict the reactants needed to synthesize it. The reactants are: FC(F)(F)C(O)=O.[CH3:8][O:9][CH:10]=[C:11]([C:35]([O:37][CH3:38])=[O:36])[O:12][C:13]1[CH:25]=[CH:24][CH:23]=[C:22]([O:26][C:27]([C:31]([O:33][CH3:34])=[O:32])=[CH:28][O:29][CH3:30])[C:14]=1[C:15]([O:17]C(C)(C)C)=[O:16]. (4) Given the product [NH2:8][C:5]1[N:6]=[CH:7][C:2]([C:17]2[CH2:22][CH2:21][N:20]([C:23]([O:25][C:26]([CH3:29])([CH3:28])[CH3:27])=[O:24])[CH2:19][CH:18]=2)=[CH:3][CH:4]=1, predict the reactants needed to synthesize it. The reactants are: Br[C:2]1[CH:3]=[CH:4][C:5]([NH2:8])=[N:6][CH:7]=1.CC1(C)C(C)(C)OB([C:17]2[CH2:22][CH2:21][N:20]([C:23]([O:25][C:26]([CH3:29])([CH3:28])[CH3:27])=[O:24])[CH2:19][CH:18]=2)O1.C(=O)([O-])[O-].[Na+].[Na+]. (5) Given the product [Br:23][C:24]1[C:25]([O:36][CH3:37])=[C:26]([C:31]([CH2:34][S:38][C:39]2[CH:44]=[CH:43][CH:42]=[C:41]([OH:45])[CH:40]=2)=[CH:32][CH:33]=1)[C:27]([O:29][CH3:30])=[O:28], predict the reactants needed to synthesize it. The reactants are: BrC1C(O)=C(C(CSC2C=CC=CC=2OC)=CC=1)C(OC)=O.[Br:23][C:24]1[C:25]([O:36][CH3:37])=[C:26]([C:31]([CH2:34]Br)=[CH:32][CH:33]=1)[C:27]([O:29][CH3:30])=[O:28].[SH:38][C:39]1[CH:40]=[C:41]([OH:45])[CH:42]=[CH:43][CH:44]=1. (6) Given the product [NH2:7][C:8]1[CH2:13][N:12]([CH3:14])[C:11](=[O:15])[C:10]([C:17]2[CH:22]=[C:21]([NH:23][C:24]([C:26]3[CH:31]=[CH:30][C:29]([Br:32])=[CH:28][N:27]=3)=[O:25])[CH:20]=[CH:19][C:18]=2[F:33])([CH3:16])[N:9]=1, predict the reactants needed to synthesize it. The reactants are: C(OC(=O)[NH:7][C:8]1[CH2:13][N:12]([CH3:14])[C:11](=[O:15])[C:10]([C:17]2[CH:22]=[C:21]([NH:23][C:24]([C:26]3[CH:31]=[CH:30][C:29]([Br:32])=[CH:28][N:27]=3)=[O:25])[CH:20]=[CH:19][C:18]=2[F:33])([CH3:16])[N:9]=1)(C)(C)C.Cl. (7) The reactants are: [Cl:1][C:2]1[C:3]([C:8]2[CH:16]=[CH:15][C:11](C(O)=O)=[CH:10][CH:9]=2)=[N:4][CH:5]=[CH:6][CH:7]=1.C([N:19](CC)CC)C.C1(P(N=[N+]=[N-])(C2C=CC=CC=2)=O)C=CC=CC=1. Given the product [Cl:1][C:2]1[C:3]([C:8]2[CH:16]=[CH:15][C:11]([NH2:19])=[CH:10][CH:9]=2)=[N:4][CH:5]=[CH:6][CH:7]=1, predict the reactants needed to synthesize it. (8) Given the product [N:24]1[C:25]2[C:20](=[CH:19][C:18]([CH2:17][N:14]3[C:12]4=[N:13][C:8](/[C:6](=[N:5]/[O:4][CH2:3][CH2:2][NH:1][C:29](=[O:30])[O:31][CH3:32])/[CH3:7])=[CH:9][N:10]=[C:11]4[N:16]=[N:15]3)=[CH:27][CH:26]=2)[CH:21]=[CH:22][CH:23]=1, predict the reactants needed to synthesize it. The reactants are: [NH2:1][CH2:2][CH2:3][O:4]/[N:5]=[C:6](/[C:8]1[N:13]=[C:12]2[N:14]([CH2:17][C:18]3[CH:19]=[C:20]4[C:25](=[CH:26][CH:27]=3)[N:24]=[CH:23][CH:22]=[CH:21]4)[N:15]=[N:16][C:11]2=[N:10][CH:9]=1)\[CH3:7].Cl[C:29]([O:31][CH3:32])=[O:30].C(N(CC)CC)C. (9) Given the product [OH:17][C:18]1([C:24]2[S:25][CH:26]=[CH:27][CH:28]=2)[CH2:19][CH2:20][N:21]([CH:2]([CH3:16])[C:3]([C:5]2[CH:15]=[CH:14][C:8]3[NH:9][C:10](=[O:13])[CH2:11][O:12][C:7]=3[CH:6]=2)=[O:4])[CH2:22][CH2:23]1, predict the reactants needed to synthesize it. The reactants are: Br[CH:2]([CH3:16])[C:3]([C:5]1[CH:15]=[CH:14][C:8]2[NH:9][C:10](=[O:13])[CH2:11][O:12][C:7]=2[CH:6]=1)=[O:4].[OH:17][C:18]1([C:24]2[S:25][CH:26]=[CH:27][CH:28]=2)[CH2:23][CH2:22][NH:21][CH2:20][CH2:19]1.C(N(CC)CC)C.O.